Dataset: NCI-60 drug combinations with 297,098 pairs across 59 cell lines. Task: Regression. Given two drug SMILES strings and cell line genomic features, predict the synergy score measuring deviation from expected non-interaction effect. (1) Drug 1: CN(C)N=NC1=C(NC=N1)C(=O)N. Drug 2: CN(CC1=CN=C2C(=N1)C(=NC(=N2)N)N)C3=CC=C(C=C3)C(=O)NC(CCC(=O)O)C(=O)O. Cell line: HT29. Synergy scores: CSS=40.4, Synergy_ZIP=-0.228, Synergy_Bliss=-1.99, Synergy_Loewe=-10.0, Synergy_HSA=-2.41. (2) Cell line: HOP-62. Drug 1: CCC1(CC2CC(C3=C(CCN(C2)C1)C4=CC=CC=C4N3)(C5=C(C=C6C(=C5)C78CCN9C7C(C=CC9)(C(C(C8N6C=O)(C(=O)OC)O)OC(=O)C)CC)OC)C(=O)OC)O.OS(=O)(=O)O. Drug 2: C1C(C(OC1N2C=NC(=NC2=O)N)CO)O. Synergy scores: CSS=1.67, Synergy_ZIP=-0.580, Synergy_Bliss=5.00, Synergy_Loewe=1.01, Synergy_HSA=2.87.